Dataset: Forward reaction prediction with 1.9M reactions from USPTO patents (1976-2016). Task: Predict the product of the given reaction. (1) Given the reactants [CH3:1][S:2][C:3]1[CH:4]=[C:5]([CH2:13][OH:14])[CH:6]=[C:7]([C:9]([F:12])([F:11])[F:10])[CH:8]=1.CC(OI1(OC(C)=O)(OC(C)=O)OC(=O)C2C=CC=CC1=2)=O.[OH-].[Na+], predict the reaction product. The product is: [CH3:1][S:2][C:3]1[CH:4]=[C:5]([CH:6]=[C:7]([C:9]([F:10])([F:11])[F:12])[CH:8]=1)[CH:13]=[O:14]. (2) Given the reactants [CH2:1]([O:8][C:9]1[CH:14]=[CH:13][C:12]([CH3:15])=[CH:11][C:10]=1[C:16]1[CH2:20][CH2:19][CH2:18][C:17]=1B(O)O)[C:2]1[CH:7]=[CH:6][CH:5]=[CH:4][CH:3]=1.[CH2:24]([O:26][C:27]([C:29]1[CH:34]=[N:33][CH:32]=[C:31](Cl)[N:30]=1)=[O:28])[CH3:25], predict the reaction product. The product is: [CH2:24]([O:26][C:27]([C:29]1[CH:34]=[N:33][CH:32]=[C:31]([C:17]2[CH2:18][CH2:19][CH2:20][C:16]=2[C:10]2[CH:11]=[C:12]([CH3:15])[CH:13]=[CH:14][C:9]=2[O:8][CH2:1][C:2]2[CH:7]=[CH:6][CH:5]=[CH:4][CH:3]=2)[N:30]=1)=[O:28])[CH3:25]. (3) Given the reactants Br[C:2]1[CH:3]=[C:4](/[CH:7]=[CH:8]/[C:9]2[S:10][CH:11]=[C:12](Br)[CH:13]=2)[S:5][CH:6]=1.[CH2:15]([Mg]Br)[CH2:16][CH2:17][CH2:18][CH2:19][CH2:20][CH2:21][CH2:22][CH2:23][CH2:24][CH2:25][CH3:26], predict the reaction product. The product is: [CH2:15]([C:2]1[CH:3]=[C:4](/[CH:7]=[CH:8]/[C:9]2[S:10][CH:11]=[C:12]([CH2:26][CH2:25][CH2:24][CH2:23][CH2:22][CH2:21][CH2:20][CH2:19][CH2:18][CH2:17][CH2:16][CH3:15])[CH:13]=2)[S:5][CH:6]=1)[CH2:16][CH2:17][CH2:18][CH2:19][CH2:20][CH2:21][CH2:22][CH2:23][CH2:24][CH2:25][CH3:26]. (4) The product is: [CH3:21][O:20][C:4]1[C:5](=[O:19])[N:6]([C:8]2[N:12]([C:13]3[CH:18]=[CH:17][CH:16]=[CH:15][CH:14]=3)[N:11]=[CH:10][CH:9]=2)[CH:7]=[C:2]([C:41]2[CH:46]=[CH:45][CH:44]=[CH:43][CH:42]=2)[N:3]=1. Given the reactants Cl[C:2]1[N:3]=[C:4]([O:20][CH3:21])[C:5](=[O:19])[N:6]([C:8]2[N:12]([C:13]3[CH:18]=[CH:17][CH:16]=[CH:15][CH:14]=3)[N:11]=[CH:10][CH:9]=2)[CH:7]=1.C(P(C(C)(C)C)C(C)(C)C)(C)(C)C.C(=O)([O-])[O-].[Cs+].[Cs+].[C:41]1(B(O)O)[CH:46]=[CH:45][CH:44]=[CH:43][CH:42]=1, predict the reaction product.